Binary Classification. Given a miRNA mature sequence and a target amino acid sequence, predict their likelihood of interaction. From a dataset of Experimentally validated miRNA-target interactions with 360,000+ pairs, plus equal number of negative samples. The miRNA is hsa-miR-210-3p with sequence CUGUGCGUGUGACAGCGGCUGA. The protein sequence of the target gene is MGTTGLESLSLGDRGAAPTVTSSERLVPDPPNDLRKEDVAMELERVGEDEEQMMIKRSSECNPLLQEPIASAQFGATAGTECRKSVPCGWERVVKQRLFGKTAGRFDVYFISPQGLKFRSKSSLANYLHKNGETSLKPEDFDFTVLSKRGIKSRYKDCSMAALTSHLQNQSNNSNWNLRTRSKCKKDVFMPPSSSSELQESRGLSNFTSTHLLLKEDEGVDDVNFRKVRKPKGKVTILKGIPIKKTKKGCRKSCSGFVQSDSKRESVCNKADAESEPVAQKSQLDRTVCISDAGACGETL.... Result: 0 (no interaction).